From a dataset of Forward reaction prediction with 1.9M reactions from USPTO patents (1976-2016). Predict the product of the given reaction. (1) Given the reactants C([Mg]Cl)(C)C.[C:6]([Si:10]([C:25]1[CH:30]=[CH:29][CH:28]=[CH:27][CH:26]=1)([C:19]1[CH:24]=[CH:23][CH:22]=[CH:21][CH:20]=1)[O:11][CH2:12][C@H:13]([CH3:18])[C:14](OC)=[O:15])([CH3:9])([CH3:8])[CH3:7].Cl.[CH3:32][O:33][NH:34][CH3:35], predict the reaction product. The product is: [CH3:8][C:6]([Si:10]([C:19]1[CH:24]=[CH:23][CH:22]=[CH:21][CH:20]=1)([C:25]1[CH:30]=[CH:29][CH:28]=[CH:27][CH:26]=1)[O:11][CH2:12][C@H:13]([CH3:18])[C:14]([N:34]([O:33][CH3:32])[CH3:35])=[O:15])([CH3:7])[CH3:9]. (2) Given the reactants [C:1]([O:5][C:6](=[O:43])[NH:7][C@:8]([CH2:29][O:30][P:31]([O:38][C:39]([CH3:42])([CH3:41])[CH3:40])([O:33][C:34]([CH3:37])([CH3:36])[CH3:35])=[O:32])([CH3:28])[CH2:9][CH2:10][C:11]1[CH:16]=[CH:15][C:14]([O:17]CC2C=CC=CC=2)=[C:13]([N+:25]([O-])=O)[CH:12]=1)([CH3:4])([CH3:3])[CH3:2].[H][H], predict the reaction product. The product is: [C:1]([O:5][C:6](=[O:43])[NH:7][C@:8]([CH2:29][O:30][P:31]([O:33][C:34]([CH3:37])([CH3:36])[CH3:35])([O:38][C:39]([CH3:42])([CH3:41])[CH3:40])=[O:32])([CH3:28])[CH2:9][CH2:10][C:11]1[CH:16]=[CH:15][C:14]([OH:17])=[C:13]([NH2:25])[CH:12]=1)([CH3:4])([CH3:2])[CH3:3].